From a dataset of Reaction yield outcomes from USPTO patents with 853,638 reactions. Predict the reaction yield, written as a fraction of the theoretical maximum amount of product (1.0 means a 100% yield; for example, 0.34 means a 34% yield). (1) The reactants are [O-]S(S([O-])=O)=O.[Na+].[Na+].N.[F:10][C:11]1[CH:16]=[CH:15][CH:14]=[C:13]([F:17])[C:12]=1[C:18]([N:20]1[CH2:25][CH2:24][N:23]([C:26]2[C:31]([CH3:32])=[CH:30][C:29]([N+:33]([O-])=O)=[CH:28][N:27]=2)[CH2:22][CH2:21]1)=[O:19]. The catalyst is C1COCC1.O. The product is [NH2:33][C:29]1[CH:30]=[C:31]([CH3:32])[C:26]([N:23]2[CH2:22][CH2:21][N:20]([C:18]([C:12]3[C:13]([F:17])=[CH:14][CH:15]=[CH:16][C:11]=3[F:10])=[O:19])[CH2:25][CH2:24]2)=[N:27][CH:28]=1. The yield is 0.440. (2) The reactants are [Cl:1][C:2]1[N:7]=[CH:6][C:5]([O:8][C:9]2[CH:16]=[CH:15][C:14]([CH:17]=[O:18])=[CH:13][C:10]=2[C:11]#[N:12])=[CH:4][CH:3]=1.[BH4-].[Na+]. The catalyst is CO. The product is [Cl:1][C:2]1[N:7]=[CH:6][C:5]([O:8][C:9]2[CH:16]=[CH:15][C:14]([CH2:17][OH:18])=[CH:13][C:10]=2[C:11]#[N:12])=[CH:4][CH:3]=1. The yield is 0.700. (3) The reactants are [C:1](#[N:3])[CH3:2].C[Si]([N-][Si](C)(C)C)(C)C.[K+].[NH2:14][C:15]1[N:20]=[C:19]([C:21]2[O:22][C:23](Br)=[CH:24][CH:25]=2)[C:18]([C:27]#[N:28])=[C:17]([S:29][CH2:30][CH2:31][C:32]2[CH:37]=[CH:36][CH:35]=[CH:34][N:33]=2)[N:16]=1. The catalyst is C1COCC1. The product is [NH2:14][C:15]1[N:20]=[C:19]([C:21]2[O:22][C:23]([CH2:2][C:1]#[N:3])=[CH:24][CH:25]=2)[C:18]([C:27]#[N:28])=[C:17]([S:29][CH2:30][CH2:31][C:32]2[CH:37]=[CH:36][CH:35]=[CH:34][N:33]=2)[N:16]=1. The yield is 0.0800.